Dataset: Reaction yield outcomes from USPTO patents with 853,638 reactions. Task: Predict the reaction yield, written as a fraction of the theoretical maximum amount of product (1.0 means a 100% yield; for example, 0.34 means a 34% yield). (1) The reactants are [C:6](O[C:6](=[O:9])[CH2:7][CH3:8])(=[O:9])[CH2:7][CH3:8].[Cl:10][CH2:11][C@@H:12]([OH:36])[CH2:13][O:14][C:15]1[CH:20]=[CH:19][C:18]([C:21]([C:24]2[CH:35]=[CH:34][C:27]([O:28][CH2:29][C@H:30]([OH:33])[CH2:31][OH:32])=[CH:26][CH:25]=2)([CH3:23])[CH3:22])=[CH:17][CH:16]=1. The catalyst is CN(C1C=CN=CC=1)C.N1C=CC=CC=1. The product is [C:6]([O:32][CH2:31][C@@H:30]([O:33][C:6](=[O:9])[CH2:7][CH3:8])[CH2:29][O:28][C:27]1[CH:26]=[CH:25][C:24]([C:21]([C:18]2[CH:17]=[CH:16][C:15]([O:14][CH2:13][C@H:12]([O:36][C:6](=[O:9])[CH2:7][CH3:8])[CH2:11][Cl:10])=[CH:20][CH:19]=2)([CH3:23])[CH3:22])=[CH:35][CH:34]=1)(=[O:9])[CH2:7][CH3:8]. The yield is 0.915. (2) The reactants are Cl.[F:2][C:3]1[CH:4]=[CH:5][CH:6]=[C:7]2[C:12]=1[O:11][CH2:10][CH2:9][C@H:8]2[NH2:13].C(=O)([O-])[O-].[K+].[K+].[F:20][C:21]1[CH:26]=[CH:25][C:24]([NH:27][C:28](=[O:34])[O:29][C:30]([CH3:33])([CH3:32])[CH3:31])=[C:23]([NH:35][C:36]2[N:41]=[C:40](SC#N)[C:39]([N+:45]([O-:47])=[O:46])=[CH:38][N:37]=2)[CH:22]=1. The catalyst is CS(C)=O.C(#N)C. The product is [F:20][C:21]1[CH:26]=[CH:25][C:24]([NH:27][C:28](=[O:34])[O:29][C:30]([CH3:33])([CH3:32])[CH3:31])=[C:23]([NH:35][C:36]2[N:37]=[C:38]([NH:13][C@H:8]3[C:7]4[C:12](=[C:3]([F:2])[CH:4]=[CH:5][CH:6]=4)[O:11][CH2:10][CH2:9]3)[C:39]([N+:45]([O-:47])=[O:46])=[CH:40][N:41]=2)[CH:22]=1. The yield is 0.830. (3) The reactants are [CH2:1]([NH2:8])[C:2]1[CH:7]=[CH:6][CH:5]=[CH:4][CH:3]=1.CS(O[CH2:14][CH2:15][CH:16]1[CH2:21][CH2:20][N:19]([C:22]([O:24][C:25]([CH3:28])([CH3:27])[CH3:26])=[O:23])[CH2:18][CH2:17]1)(=O)=O.C(N(CC)CC)C. The catalyst is C1(C)C=CC=CC=1. The product is [CH2:1]([NH:8][CH2:14][CH2:15][CH:16]1[CH2:17][CH2:18][N:19]([C:22]([O:24][C:25]([CH3:26])([CH3:28])[CH3:27])=[O:23])[CH2:20][CH2:21]1)[C:2]1[CH:7]=[CH:6][CH:5]=[CH:4][CH:3]=1. The yield is 0.430. (4) The reactants are [C:1]([C:3]1[CH:4]=[C:5]([N+:10]([O-:12])=[O:11])[C:6]([CH3:9])=[N:7][CH:8]=1)#[CH:2].Cl.[CH3:14][NH:15][CH3:16].C([BH3-])#N.[Na+]. The catalyst is CCO. The product is [CH3:14][N:15]([CH3:16])[CH2:2][CH2:1][C:3]1[CH:8]=[N:7][C:6]([CH3:9])=[C:5]([N+:10]([O-:12])=[O:11])[CH:4]=1. The yield is 0.410.